From a dataset of Peptide-MHC class II binding affinity with 134,281 pairs from IEDB. Regression. Given a peptide amino acid sequence and an MHC pseudo amino acid sequence, predict their binding affinity value. This is MHC class II binding data. (1) The peptide sequence is MLGSNTMQRVVFVVLLLL. The MHC is DRB1_1501 with pseudo-sequence DRB1_1501. The binding affinity (normalized) is 0.0590. (2) The peptide sequence is HRDNIEDDLLNRNNT. The MHC is DRB4_0101 with pseudo-sequence DRB4_0103. The binding affinity (normalized) is 0.428. (3) The MHC is DRB1_0401 with pseudo-sequence DRB1_0401. The binding affinity (normalized) is 0.120. The peptide sequence is VGLRVVCAKYAL. (4) The peptide sequence is NTLYLQMNSLRAEDT. The MHC is DRB1_0101 with pseudo-sequence DRB1_0101. The binding affinity (normalized) is 1.00. (5) The peptide sequence is RRCKNIPQPVRALLE. The MHC is DRB1_0802 with pseudo-sequence DRB1_0802. The binding affinity (normalized) is 0.237. (6) The peptide sequence is GIEVVWTNTPTKWDN. The MHC is DRB1_1501 with pseudo-sequence DRB1_1501. The binding affinity (normalized) is 0.244.